From a dataset of Catalyst prediction with 721,799 reactions and 888 catalyst types from USPTO. Predict which catalyst facilitates the given reaction. (1) Reactant: C([O:3][C:4](=[O:34])[C:5]1[CH:10]=[CH:9][CH:8]=[C:7]([N:11]2[C:15]([CH3:16])=[CH:14][CH:13]=[C:12]2[C:17]2[CH:22]=[C:21]([Cl:23])[CH:20]=[CH:19][C:18]=2[O:24][CH2:25][C:26]2[CH:31]=[CH:30][C:29]([Cl:32])=[C:28]([Cl:33])[CH:27]=2)[CH:6]=1)C.[OH-].[Na+].CCO. Product: [Cl:23][C:21]1[CH:20]=[CH:19][C:18]([O:24][CH2:25][C:26]2[CH:31]=[CH:30][C:29]([Cl:32])=[C:28]([Cl:33])[CH:27]=2)=[C:17]([C:12]2[N:11]([C:7]3[CH:6]=[C:5]([CH:10]=[CH:9][CH:8]=3)[C:4]([OH:34])=[O:3])[C:15]([CH3:16])=[CH:14][CH:13]=2)[CH:22]=1. The catalyst class is: 25. (2) The catalyst class is: 1. Reactant: Cl.[CH3:2][C:3]1[S:7][C:6]([CH:8]([NH:12][C:13]2[CH:18]=[CH:17][CH:16]=[CH:15][CH:14]=2)[C:9]([OH:11])=[O:10])=[CH:5][CH:4]=1.[N:19]12[CH2:26][CH2:25][CH:22]([CH2:23][CH2:24]1)[C@@H:21](O)[CH2:20]2.N1(O)C2C=CC=CC=2N=N1.C1CCC(N=C=NC2CCCCC2)CC1. Product: [N:19]12[CH2:26][CH2:25][CH:22]([CH2:23][CH2:24]1)[C@@H:21]([O:10][C:9](=[O:11])[CH:8]([C:6]1[S:7][C:3]([CH3:2])=[CH:4][CH:5]=1)[NH:12][C:13]1[CH:18]=[CH:17][CH:16]=[CH:15][CH:14]=1)[CH2:20]2.